This data is from Reaction yield outcomes from USPTO patents with 853,638 reactions. The task is: Predict the reaction yield, written as a fraction of the theoretical maximum amount of product (1.0 means a 100% yield; for example, 0.34 means a 34% yield). (1) The reactants are [CH:1]1([CH2:4][O:5][C:6]2[CH:7]=[C:8]([CH:16]([OH:18])[CH3:17])[CH:9]=[CH:10][C:11]=2[O:12][CH:13]([F:15])[F:14])[CH2:3][CH2:2]1.[Cr](Cl)([O-])(=O)=O.[NH+]1C=CC=CC=1. No catalyst specified. The product is [CH:1]1([CH2:4][O:5][C:6]2[CH:7]=[C:8]([C:16](=[O:18])[CH3:17])[CH:9]=[CH:10][C:11]=2[O:12][CH:13]([F:15])[F:14])[CH2:3][CH2:2]1. The yield is 0.910. (2) The product is [CH2:9]([O:8][C:7]1[C:2]([NH2:1])=[N:3][CH:4]=[C:5]([Br:16])[CH:6]=1)[C:10]1[CH:11]=[CH:12][CH:13]=[CH:14][CH:15]=1. The reactants are [NH2:1][C:2]1[C:7]([O:8][CH2:9][C:10]2[CH:15]=[CH:14][CH:13]=[CH:12][CH:11]=2)=[CH:6][CH:5]=[CH:4][N:3]=1.[Br:16]N1C(=O)CCC1=O. The catalyst is CC#N.CCOC(C)=O. The yield is 0.530. (3) The reactants are NC1C=C(C)C=CC=1[C:4](O)=[O:5].[NH2:12][C:13]1[CH:18]=[C:17]([CH3:19])[CH:16]=[CH:15][C:14]=1[C:20]([C:22]1[CH:27]=[CH:26][CH:25]=[CH:24][C:23]=1[O:28][CH3:29])=[O:21].[NH2:30][C:31]1[S:32][CH:33]=[CH:34][N:35]=1. No catalyst specified. The product is [NH2:12][C:13]1[CH:18]=[C:17]([CH3:19])[CH:16]=[CH:15][C:14]=1[C:20]([C:22]1[CH:27]=[CH:26][CH:25]=[CH:24][C:23]=1[O:28][CH3:29])=[O:21].[CH3:29][O:28][C:23]1[CH:24]=[CH:25][CH:26]=[CH:27][C:22]=1[C:20]([C:14]1[CH:15]=[CH:16][C:17]([CH3:19])=[CH:18][C:13]=1[NH:12][C:4]([NH:30][C:31]1[S:32][CH:33]=[CH:34][N:35]=1)=[O:5])=[O:21]. The yield is 0.300. (4) The reactants are [H-].[Na+].[OH:3][C@H:4]([C:18]1[S:19][CH:20]=[CH:21][CH:22]=1)[C@@H:5]1[N:9]([CH3:10])[C:8](=[O:11])[CH2:7][C@@H:6]1[C:12]1[CH:17]=[CH:16][CH:15]=[CH:14][CH:13]=1.[CH3:23]I.O. The catalyst is CN(C=O)C. The product is [CH3:23][O:3][C@H:4]([C:18]1[S:19][CH:20]=[CH:21][CH:22]=1)[C@@H:5]1[N:9]([CH3:10])[C:8](=[O:11])[CH2:7][C@@H:6]1[C:12]1[CH:17]=[CH:16][CH:15]=[CH:14][CH:13]=1. The yield is 0.460. (5) The catalyst is O.C(OCC)(=O)C. The product is [CH2:13]([C:17]1[N:18]=[C:19]([CH3:49])[N:20]([C:39]2[CH:40]=[C:41]([NH:45][C:46](=[O:48])[CH3:47])[CH:42]=[CH:43][CH:44]=2)[C:21](=[O:38])[C:22]=1[CH2:23][C:24]1[CH:25]=[CH:26][C:27]([C:30]2[CH:35]=[CH:34][CH:33]=[CH:32][C:31]=2[C:36]2[NH:3][C:4](=[O:7])[O:5][N:37]=2)=[CH:28][CH:29]=1)[CH2:14][CH2:15][CH3:16]. The reactants are [Cl-].O[NH3+:3].[C:4](=[O:7])([O-])[OH:5].[Na+].CS(C)=O.[CH2:13]([C:17]1[N:18]=[C:19]([CH3:49])[N:20]([C:39]2[CH:40]=[C:41]([NH:45][C:46](=[O:48])[CH3:47])[CH:42]=[CH:43][CH:44]=2)[C:21](=[O:38])[C:22]=1[CH2:23][C:24]1[CH:29]=[CH:28][C:27]([C:30]2[CH:35]=[CH:34][CH:33]=[CH:32][C:31]=2[C:36]#[N:37])=[CH:26][CH:25]=1)[CH2:14][CH2:15][CH3:16]. The yield is 0.620. (6) The reactants are [CH3:1][O:2][CH2:3][CH2:4][O:5][C:6]1[CH:7]=[C:8]2[C:12](=[CH:13][C:14]=1[O:15][CH2:16][CH2:17][O:18][CH3:19])[C:11](=[O:20])[CH2:10][CH2:9]2.C([O:25][N:26]=O)CCC.Cl. The catalyst is CO. The product is [CH3:1][O:2][CH2:3][CH2:4][O:5][C:6]1[CH:7]=[C:8]2[C:12](=[CH:13][C:14]=1[O:15][CH2:16][CH2:17][O:18][CH3:19])[C:11](=[O:20])[C:10](=[N:26][OH:25])[CH2:9]2. The yield is 0.386. (7) The reactants are C([N:9]1[C:14](=[O:15])[C:13]([C:16]2[C:17]([CH3:22])=[N:18][CH:19]=[CH:20][CH:21]=2)=[CH:12][N:11]([CH2:23][CH2:24][CH2:25][CH2:26][Cl:27])[C:10]1=[O:28])(=O)C1C=CC=CC=1. The catalyst is N.CO. The product is [Cl:27][CH2:26][CH2:25][CH2:24][CH2:23][N:11]1[CH:12]=[C:13]([C:16]2[C:17]([CH3:22])=[N:18][CH:19]=[CH:20][CH:21]=2)[C:14](=[O:15])[NH:9][C:10]1=[O:28]. The yield is 0.900. (8) The reactants are C(O[CH:4]=[C:5]([C:11]([O:13][CH2:14][CH3:15])=[O:12])[C:6]([O:8][CH2:9][CH3:10])=[O:7])C.[CH3:16][C:17]1[CH:21]=[C:20]([NH2:22])[N:19]([C:23]2[CH:28]=[CH:27][CH:26]=[CH:25][N:24]=2)[N:18]=1. No catalyst specified. The product is [CH3:16][C:17]1[CH:21]=[C:20]([NH:22][CH:4]=[C:5]([C:6]([O:8][CH2:9][CH3:10])=[O:7])[C:11]([O:13][CH2:14][CH3:15])=[O:12])[N:19]([C:23]2[CH:28]=[CH:27][CH:26]=[CH:25][N:24]=2)[N:18]=1. The yield is 0.960.